From a dataset of Forward reaction prediction with 1.9M reactions from USPTO patents (1976-2016). Predict the product of the given reaction. (1) Given the reactants Cl[C:2]1[CH:7]=[C:6]([Cl:8])[N:5]=[C:4]([CH3:9])[N:3]=1.C(P(C(C)(C)C)C1C=CC2C(=CC=CC=2)C=1C1C2C(=CC=CC=2)C=CC=1)(C)(C)C.C[C:40]([N:42](C)C)=O, predict the reaction product. The product is: [Cl:8][C:6]1[N:5]=[C:4]([CH3:9])[N:3]=[C:2]([C:40]#[N:42])[CH:7]=1. (2) The product is: [Cl:21][C:22]1[C:30]2[C:25](=[CH:26][CH:27]=[CH:28][CH:29]=2)[NH:24][C:23]=1[C:31]1[O:37][C:34]([CH3:35])=[CH:33][N:32]=1. Given the reactants CC[N+](S(/N=C(/OC)\[O-])(=O)=O)(CC)CC.O1CCCC1.[Cl:21][C:22]1[C:30]2[C:25](=[CH:26][CH:27]=[CH:28][CH:29]=2)[NH:24][C:23]=1[C:31](=[O:37])[NH:32][CH2:33][C:34](=O)[CH3:35], predict the reaction product. (3) Given the reactants [Br:1][C:2]1[CH:22]=[CH:21][C:5]([O:6][CH2:7][C:8]2[NH:9][CH:10]=[C:11]([C:13]3[CH:18]=[CH:17][C:16]([Cl:19])=[CH:15][C:14]=3[Cl:20])[N:12]=2)=[CH:4][CH:3]=1.Br[CH2:24][C:25]1[CH:34]=[CH:33][C:28]([C:29]([O:31][CH3:32])=[O:30])=[CH:27][CH:26]=1, predict the reaction product. The product is: [CH3:32][O:31][C:29](=[O:30])[C:28]1[CH:33]=[CH:34][C:25]([CH2:24][N:9]2[CH:10]=[C:11]([C:13]3[CH:18]=[CH:17][C:16]([Cl:19])=[CH:15][C:14]=3[Cl:20])[N:12]=[C:8]2[CH2:7][O:6][C:5]2[CH:21]=[CH:22][C:2]([Br:1])=[CH:3][CH:4]=2)=[CH:26][CH:27]=1. (4) The product is: [CH:1]1([C:4]2[N:9]=[C:8]([CH2:10][NH2:11])[CH:7]=[C:6]([C:22]3[CH:27]=[N:26][C:25]([C:28]([F:29])([F:31])[F:30])=[N:24][CH:23]=3)[N:5]=2)[CH2:3][CH2:2]1. Given the reactants [CH:1]1([C:4]2[N:9]=[C:8]([CH2:10][N:11]3C(=O)C4C(=CC=CC=4)C3=O)[CH:7]=[C:6]([C:22]3[CH:23]=[N:24][C:25]([C:28]([F:31])([F:30])[F:29])=[N:26][CH:27]=3)[N:5]=2)[CH2:3][CH2:2]1.NN.O, predict the reaction product.